From a dataset of Reaction yield outcomes from USPTO patents with 853,638 reactions. Predict the reaction yield, written as a fraction of the theoretical maximum amount of product (1.0 means a 100% yield; for example, 0.34 means a 34% yield). (1) The reactants are [CH2:1]([C:4]1[C:5]([O:18][CH2:19][C:20]2[CH:25]=[CH:24][CH:23]=[CH:22][CH:21]=2)=[C:6]([C:10]2[C:15]([Cl:16])=[CH:14][CH:13]=[CH:12][C:11]=2[Cl:17])[CH:7]=[CH:8][CH:9]=1)[CH:2]=[CH2:3]. The catalyst is C(Cl)Cl.CC#N.CC#N.Cl[Pd]Cl. The product is [CH2:19]([O:18][C:5]1[C:4]([CH:1]=[CH:2][CH3:3])=[CH:9][CH:8]=[CH:7][C:6]=1[C:10]1[C:11]([Cl:17])=[CH:12][CH:13]=[CH:14][C:15]=1[Cl:16])[C:20]1[CH:21]=[CH:22][CH:23]=[CH:24][CH:25]=1. The yield is 0.970. (2) The reactants are Cl[C:2]1[C:11]2[C:6](=[CH:7][C:8]([O:14][CH3:15])=[C:9]([O:12][CH3:13])[CH:10]=2)[N:5]=[CH:4][CH:3]=1.[OH:16][C:17]1[CH:30]=[C:29]([O:31][CH3:32])[CH:28]=[CH:27][C:18]=1[C:19]([C:21]1[CH:26]=[CH:25][CH:24]=[CH:23][CH:22]=1)=[O:20]. The catalyst is CN(C)C1C=CN=CC=1.ClC1C=CC=CC=1Cl. The product is [CH3:13][O:12][C:9]1[CH:10]=[C:11]2[C:6](=[CH:7][C:8]=1[O:14][CH3:15])[N:5]=[CH:4][CH:3]=[C:2]2[O:16][C:17]1[CH:30]=[C:29]([O:31][CH3:32])[CH:28]=[CH:27][C:18]=1[C:19]([C:21]1[CH:22]=[CH:23][CH:24]=[CH:25][CH:26]=1)=[O:20]. The yield is 0.140. (3) The reactants are [CH2:1]([C:3]1[CH:4]=[C:5]2[C:9](=[CH:10][C:11]=1[N+:12]([O-])=O)[NH:8][CH:7]=[CH:6]2)[CH3:2]. The catalyst is [Ni]. The product is [CH2:1]([C:3]1[CH:4]=[C:5]2[C:9](=[CH:10][C:11]=1[NH2:12])[NH:8][CH:7]=[CH:6]2)[CH3:2]. The yield is 0.480. (4) The reactants are [F:1][C:2]1[CH:11]=[C:10]2[C:5]([CH:6]=[CH:7][C:8](=[O:15])[N:9]2[CH2:12][CH:13]=C)=[CH:4][CH:3]=1.I([O-])(=O)(=O)=[O:17].[Na+].C(Cl)Cl. The catalyst is O1CCOCC1.O.O=[Os](=O)(=O)=O. The product is [F:1][C:2]1[CH:11]=[C:10]2[C:5]([CH:6]=[CH:7][C:8](=[O:15])[N:9]2[CH2:12][CH:13]=[O:17])=[CH:4][CH:3]=1. The yield is 0.880.